The task is: Predict the reactants needed to synthesize the given product.. This data is from Full USPTO retrosynthesis dataset with 1.9M reactions from patents (1976-2016). (1) Given the product [C:10]1([C:6]2[C:5]([CH2:3][OH:2])=[CH:9][O:8][N:7]=2)[CH:11]=[CH:12][CH:13]=[CH:14][CH:15]=1, predict the reactants needed to synthesize it. The reactants are: C[O:2][C:3]([C:5]1[C:6]([C:10]2[CH:15]=[CH:14][CH:13]=[CH:12][CH:11]=2)=[N:7][O:8][CH:9]=1)=O.C(OC(C1C(C2C=CC=CC=2F)=NOC=1C)=O)C. (2) Given the product [CH3:1][S:2]([N:5]1[CH2:6][CH2:7][N:8]([C@@H:11]([CH2:16][NH:17][C:18](=[O:37])[C:19]2[CH:20]=[CH:21][C:22]([O:25][CH2:26][C:27]3[CH:32]=[CH:31][C:30]([C:33]([F:34])([F:35])[F:36])=[CH:29][CH:28]=3)=[CH:23][CH:24]=2)[C:12]([OH:14])=[O:13])[CH2:9][CH2:10]1)(=[O:3])=[O:4], predict the reactants needed to synthesize it. The reactants are: [CH3:1][S:2]([N:5]1[CH2:10][CH2:9][N:8]([C@@H:11]([CH2:16][NH:17][C:18](=[O:37])[C:19]2[CH:24]=[CH:23][C:22]([O:25][CH2:26][C:27]3[CH:32]=[CH:31][C:30]([C:33]([F:36])([F:35])[F:34])=[CH:29][CH:28]=3)=[CH:21][CH:20]=2)[C:12]([O:14]C)=[O:13])[CH2:7][CH2:6]1)(=[O:4])=[O:3].CS(N1CCN([C@@H](CNC(=O)C2C=CC(OCC3C=CC(F)=CC=3)=CC=2)C(O)=O)CC1)(=O)=O. (3) Given the product [Cl:41][C:36]1[CH:37]=[CH:38][CH:39]=[CH:40][C:35]=1[CH:25]([N:16]([C:17]1[CH:22]=[C:21]([F:23])[CH:20]=[C:19]([F:24])[CH:18]=1)[C:15]([C@H:10]1[N:11]([C:44]2[N:49]=[C:48]([C:50]#[N:51])[CH:47]=[CH:46][N:45]=2)[C:12](=[O:14])[CH2:13][N:8]([C:6]([O:5][C:1]([CH3:4])([CH3:2])[CH3:3])=[O:7])[CH2:9]1)=[O:42])[C:26]([NH:28][CH:29]1[CH2:32][C:31]([F:33])([F:34])[CH2:30]1)=[O:27], predict the reactants needed to synthesize it. The reactants are: [C:1]([O:5][C:6]([N:8]1[CH2:13][C:12](=[O:14])[NH:11][C@H:10]([C:15](=[O:42])[N:16]([CH:25]([C:35]2[CH:40]=[CH:39][CH:38]=[CH:37][C:36]=2[Cl:41])[C:26]([NH:28][CH:29]2[CH2:32][C:31]([F:34])([F:33])[CH2:30]2)=[O:27])[C:17]2[CH:22]=[C:21]([F:23])[CH:20]=[C:19]([F:24])[CH:18]=2)[CH2:9]1)=[O:7])([CH3:4])([CH3:3])[CH3:2].Br[C:44]1[N:49]=[C:48]([C:50]#[N:51])[CH:47]=[CH:46][N:45]=1.CC1(C)C2C(=C(P(C3C=CC=CC=3)C3C=CC=CC=3)C=CC=2)OC2C(P(C3C=CC=CC=3)C3C=CC=CC=3)=CC=CC1=2.C([O-])([O-])=O.[Cs+].[Cs+]. (4) Given the product [CH2:1]([N:8]([CH2:19][C:20]1[CH:25]=[CH:24][CH:23]=[CH:22][CH:21]=1)[C:9]1[N:10]=[CH:11][N:12]=[C:13]([NH:26][CH2:27][C@@H:28]2[CH2:32][CH2:31][CH2:30][N:29]2[C:33]([O:35][C:36]([CH3:39])([CH3:38])[CH3:37])=[O:34])[C:14]=1[N+:15]([O-:17])=[O:16])[C:2]1[CH:7]=[CH:6][CH:5]=[CH:4][CH:3]=1, predict the reactants needed to synthesize it. The reactants are: [CH2:1]([N:8]([CH2:19][C:20]1[CH:25]=[CH:24][CH:23]=[CH:22][CH:21]=1)[C:9]1[C:14]([N+:15]([O-:17])=[O:16])=[C:13](Cl)[N:12]=[CH:11][N:10]=1)[C:2]1[CH:7]=[CH:6][CH:5]=[CH:4][CH:3]=1.[NH2:26][CH2:27][C@@H:28]1[CH2:32][CH2:31][CH2:30][N:29]1[C:33]([O:35][C:36]([CH3:39])([CH3:38])[CH3:37])=[O:34].